This data is from NCI-60 drug combinations with 297,098 pairs across 59 cell lines. The task is: Regression. Given two drug SMILES strings and cell line genomic features, predict the synergy score measuring deviation from expected non-interaction effect. (1) Drug 1: CCC(=C(C1=CC=CC=C1)C2=CC=C(C=C2)OCCN(C)C)C3=CC=CC=C3.C(C(=O)O)C(CC(=O)O)(C(=O)O)O. Drug 2: CN(CCCl)CCCl.Cl. Cell line: RXF 393. Synergy scores: CSS=10.7, Synergy_ZIP=-4.54, Synergy_Bliss=-3.21, Synergy_Loewe=-8.36, Synergy_HSA=-4.15. (2) Drug 1: CC1=C(C=C(C=C1)NC2=NC=CC(=N2)N(C)C3=CC4=NN(C(=C4C=C3)C)C)S(=O)(=O)N.Cl. Drug 2: C1=NNC2=C1C(=O)NC=N2. Cell line: SK-OV-3. Synergy scores: CSS=2.38, Synergy_ZIP=0.905, Synergy_Bliss=5.47, Synergy_Loewe=3.34, Synergy_HSA=3.38. (3) Drug 1: C1=CC(=C2C(=C1NCCNCCO)C(=O)C3=C(C=CC(=C3C2=O)O)O)NCCNCCO. Drug 2: C1=CC(=CC=C1C#N)C(C2=CC=C(C=C2)C#N)N3C=NC=N3. Cell line: SR. Synergy scores: CSS=63.4, Synergy_ZIP=0.653, Synergy_Bliss=0.387, Synergy_Loewe=-26.6, Synergy_HSA=1.36. (4) Cell line: MOLT-4. Drug 1: C1=CC(=CC=C1CC(C(=O)O)N)N(CCCl)CCCl.Cl. Synergy scores: CSS=82.0, Synergy_ZIP=2.65, Synergy_Bliss=-1.72, Synergy_Loewe=-7.29, Synergy_HSA=-0.315. Drug 2: CC1=C(C(=O)C2=C(C1=O)N3CC4C(C3(C2COC(=O)N)OC)N4)N. (5) Drug 1: CC12CCC3C(C1CCC2=O)CC(=C)C4=CC(=O)C=CC34C. Drug 2: C(CC(=O)O)C(=O)CN.Cl. Cell line: SK-MEL-2. Synergy scores: CSS=47.5, Synergy_ZIP=-5.76, Synergy_Bliss=-5.43, Synergy_Loewe=-12.8, Synergy_HSA=-4.40. (6) Drug 1: C1=C(C(=O)NC(=O)N1)F. Drug 2: CC1=CC=C(C=C1)C2=CC(=NN2C3=CC=C(C=C3)S(=O)(=O)N)C(F)(F)F. Cell line: MCF7. Synergy scores: CSS=29.7, Synergy_ZIP=6.44, Synergy_Bliss=6.69, Synergy_Loewe=4.71, Synergy_HSA=8.85.